Dataset: Forward reaction prediction with 1.9M reactions from USPTO patents (1976-2016). Task: Predict the product of the given reaction. Given the reactants [CH2:1]([N:7]([C:14]1[C:15](OCC)=[N:16][S:17](=[O:20])(=[O:19])[N:18]=1)[CH2:8][CH2:9][CH2:10][CH2:11][CH2:12][CH3:13])[CH2:2][CH2:3][CH2:4][CH2:5][CH3:6].[C:24]([O:28][C:29](=[O:40])[C@H:30]([CH2:32][C:33]1[CH:38]=[CH:37][C:36]([OH:39])=[CH:35][CH:34]=1)[NH2:31])([CH3:27])([CH3:26])[CH3:25], predict the reaction product. The product is: [C:24]([O:28][C:29](=[O:40])[C@H:30]([CH2:32][C:33]1[CH:38]=[CH:37][C:36]([OH:39])=[CH:35][CH:34]=1)[NH:31][C:15]1[C:14]([N:7]([CH2:1][CH2:2][CH2:3][CH2:4][CH2:5][CH3:6])[CH2:8][CH2:9][CH2:10][CH2:11][CH2:12][CH3:13])=[N:18][S:17](=[O:19])(=[O:20])[N:16]=1)([CH3:27])([CH3:25])[CH3:26].